From a dataset of Peptide-MHC class I binding affinity with 185,985 pairs from IEDB/IMGT. Regression. Given a peptide amino acid sequence and an MHC pseudo amino acid sequence, predict their binding affinity value. This is MHC class I binding data. (1) The peptide sequence is VPFVVFLVA. The MHC is HLA-B07:02 with pseudo-sequence HLA-B07:02. The binding affinity (normalized) is 0.731. (2) The peptide sequence is SLGQYIYET. The MHC is HLA-A02:16 with pseudo-sequence HLA-A02:16. The binding affinity (normalized) is 0.898.